This data is from HIV replication inhibition screening data with 41,000+ compounds from the AIDS Antiviral Screen. The task is: Binary Classification. Given a drug SMILES string, predict its activity (active/inactive) in a high-throughput screening assay against a specified biological target. (1) The compound is O=C1C(=Cc2ccco2)NC(=S)N1CN1CCCCC1. The result is 0 (inactive). (2) The drug is CCC1(O)C(=O)Nc2ccccc2C1=O. The result is 0 (inactive).